This data is from Catalyst prediction with 721,799 reactions and 888 catalyst types from USPTO. The task is: Predict which catalyst facilitates the given reaction. (1) Reactant: [H-].[Na+].C(OP(OCC)O[CH2:8][O:9][CH2:10][C:11]([O:13][CH3:14])=[O:12])C.[CH2:18]([O:20][CH2:21][CH2:22][O:23][C:24]1[CH:25]=[C:26]([CH:29]=[CH:30][C:31]=1[I:32])[CH:27]=O)[CH3:19].O. Product: [CH2:18]([O:20][CH2:21][CH2:22][O:23][C:24]1[CH:25]=[C:26](/[CH:27]=[C:10](\[O:9][CH3:8])/[C:11]([O:13][CH3:14])=[O:12])[CH:29]=[CH:30][C:31]=1[I:32])[CH3:19].[CH2:18]([O:20][CH2:21][CH2:22][O:23][C:24]1[CH:25]=[C:26](/[CH:27]=[C:10](/[O:9][CH3:8])\[C:11]([O:13][CH3:14])=[O:12])[CH:29]=[CH:30][C:31]=1[I:32])[CH3:19]. The catalyst class is: 54. (2) Reactant: [F:1][C:2]1[CH:20]=[CH:19][CH:18]=[CH:17][C:3]=1[CH2:4][N:5]1[C:9]2=[N:10][C:11]([CH3:14])=[N:12][CH:13]=[C:8]2[C:7]([C:15]#[N:16])=[N:6]1.C[O-].[Na+].C(O)(=O)C.[Cl-].[NH4+:29]. Product: [F:1][C:2]1[CH:20]=[CH:19][CH:18]=[CH:17][C:3]=1[CH2:4][N:5]1[C:9]2=[N:10][C:11]([CH3:14])=[N:12][CH:13]=[C:8]2[C:7]([C:15](=[NH:29])[NH2:16])=[N:6]1. The catalyst class is: 5. (3) Reactant: [F:1][C:2]1[CH:17]=[C:16]([NH:18][C:19]([C:21]2([C:24](=[O:33])[NH:25][C:26]3[CH:31]=[CH:30][C:29]([F:32])=[CH:28][CH:27]=3)[CH2:23][CH2:22]2)=[O:20])[CH:15]=[CH:14][C:3]=1[O:4][C:5]1[CH:10]=[CH:9][N:8]=[C:7](C(N)=O)[CH:6]=1.O.FC(F)(F)C(OI(C1C=CC=CC=1)OC(=O)C(F)(F)F)=O.[N:56]1C=CC=CC=1. Product: [NH2:56][C:7]1[CH:6]=[C:5]([O:4][C:3]2[CH:14]=[CH:15][C:16]([NH:18][C:19]([C:21]3([C:24]([NH:25][C:26]4[CH:31]=[CH:30][C:29]([F:32])=[CH:28][CH:27]=4)=[O:33])[CH2:23][CH2:22]3)=[O:20])=[CH:17][C:2]=2[F:1])[CH:10]=[CH:9][N:8]=1. The catalyst class is: 9.